Regression. Given a peptide amino acid sequence and an MHC pseudo amino acid sequence, predict their binding affinity value. This is MHC class I binding data. From a dataset of Peptide-MHC class I binding affinity with 185,985 pairs from IEDB/IMGT. The peptide sequence is LAYFPVFRFLNGS. The MHC is HLA-A68:01 with pseudo-sequence HLA-A68:01. The binding affinity (normalized) is 0.